Dataset: Reaction yield outcomes from USPTO patents with 853,638 reactions. Task: Predict the reaction yield, written as a fraction of the theoretical maximum amount of product (1.0 means a 100% yield; for example, 0.34 means a 34% yield). (1) The reactants are [NH2:1][C:2]1[CH:26]=[CH:25][C:5]([O:6][C:7]2[N:12]=[CH:11][N:10]=[C:9]([NH:13][C:14](=[O:24])[N:15]([CH3:23])[CH:16]3[CH2:21][CH2:20][N:19]([CH3:22])[CH2:18][CH2:17]3)[CH:8]=2)=[C:4]([F:27])[CH:3]=1.CC1(C)C2(CS(O)(=O)=O)C(CC1CC2)=O.[C:43]1([CH2:49][C:50]([N:52]=[C:53]=[S:54])=[O:51])[CH:48]=[CH:47][CH:46]=[CH:45][CH:44]=1.C(OCC)C. The catalyst is C(O)C.CCCCCC. The product is [F:27][C:4]1[CH:3]=[C:2]([NH:1][C:53]([NH:52][C:50](=[O:51])[CH2:49][C:43]2[CH:44]=[CH:45][CH:46]=[CH:47][CH:48]=2)=[S:54])[CH:26]=[CH:25][C:5]=1[O:6][C:7]1[N:12]=[CH:11][N:10]=[C:9]([NH:13][C:14](=[O:24])[N:15]([CH3:23])[CH:16]2[CH2:21][CH2:20][N:19]([CH3:22])[CH2:18][CH2:17]2)[CH:8]=1. The yield is 0.168. (2) The reactants are Br[CH2:2][CH2:3][CH2:4][O:5][C:6]1[CH:15]=[C:14]2[C:9]([C:10]([O:16][C:17]3[CH:18]=[C:19]4[C:23](=[CH:24][CH:25]=3)[NH:22][CH:21]=[CH:20]4)=[N:11][CH:12]=[N:13]2)=[CH:8][C:7]=1[O:26][CH3:27].[C:28]([N:31]1[CH2:36][CH2:35][NH:34][CH2:33][CH2:32]1)(=[O:30])[CH3:29]. The catalyst is CN(C)C=O.C(OCC)(=O)C. The product is [C:28]([N:31]1[CH2:36][CH2:35][N:34]([CH2:2][CH2:3][CH2:4][O:5][C:6]2[CH:15]=[C:14]3[C:9]([C:10]([O:16][C:17]4[CH:18]=[C:19]5[C:23](=[CH:24][CH:25]=4)[NH:22][CH:21]=[CH:20]5)=[N:11][CH:12]=[N:13]3)=[CH:8][C:7]=2[O:26][CH3:27])[CH2:33][CH2:32]1)(=[O:30])[CH3:29]. The yield is 0.490.